This data is from Reaction yield outcomes from USPTO patents with 853,638 reactions. The task is: Predict the reaction yield, written as a fraction of the theoretical maximum amount of product (1.0 means a 100% yield; for example, 0.34 means a 34% yield). (1) The reactants are N1CC[C@@H](CN)C1.C([O-])([O-])=O.[Na+].[Na+].C(C(C)=O)C(C)C.ClC1C2C(=CC(C)=CC=2)N=C(C2C(F)=CC=CC=2O)N=1.CC(C)C/C(=[N:46]/[CH2:47][C@@H:48]1[CH2:52][CH2:51][N:50]([C:53]2[C:62]3[C:57](=[CH:58][C:59]([CH3:63])=[CH:60][CH:61]=3)[N:56]=[C:55]([C:64]3[C:69]([F:70])=[CH:68][CH:67]=[CH:66][C:65]=3[OH:71])[N:54]=2)[CH2:49]1)/C. The catalyst is O.C(O)(C)C. The product is [NH2:46][CH2:47][C@@H:48]1[CH2:52][CH2:51][N:50]([C:53]2[C:62]3[C:57](=[CH:58][C:59]([CH3:63])=[CH:60][CH:61]=3)[N:56]=[C:55]([C:64]3[C:69]([F:70])=[CH:68][CH:67]=[CH:66][C:65]=3[OH:71])[N:54]=2)[CH2:49]1. The yield is 0.190. (2) The reactants are [Cl:1][C:2]1[CH:27]=[C:26]([C:28]([NH:30][CH2:31][C:32]2[CH:37]=[CH:36][CH:35]=[C:34]([OH:38])[CH:33]=2)=[O:29])[CH:25]=[C:24]([CH3:39])[C:3]=1[C:4]([NH:6][C@H:7]([C:20]([O:22]C)=[O:21])[CH2:8][NH:9][C:10](=[O:19])[C:11]1[CH:16]=[C:15]([OH:17])[CH:14]=[C:13]([OH:18])[CH:12]=1)=[O:5].O.[OH-].[Li+]. The catalyst is O1CCCC1.CO.O. The product is [Cl:1][C:2]1[CH:27]=[C:26]([C:28]([NH:30][CH2:31][C:32]2[CH:37]=[CH:36][CH:35]=[C:34]([OH:38])[CH:33]=2)=[O:29])[CH:25]=[C:24]([CH3:39])[C:3]=1[C:4]([NH:6][C@H:7]([C:20]([OH:22])=[O:21])[CH2:8][NH:9][C:10](=[O:19])[C:11]1[CH:12]=[C:13]([OH:18])[CH:14]=[C:15]([OH:17])[CH:16]=1)=[O:5]. The yield is 0.140. (3) The reactants are [OH:1][C:2]1[C:11]2[C:6](=[CH:7][CH:8]=[CH:9][CH:10]=2)[CH:5]=[CH:4][C:3]=1[CH:12]=[O:13].[H-].[Na+].[CH3:16]I. The catalyst is CN(C)C=O. The product is [CH3:16][O:1][C:2]1[C:11]2[C:6](=[CH:7][CH:8]=[CH:9][CH:10]=2)[CH:5]=[CH:4][C:3]=1[CH:12]=[O:13]. The yield is 0.800. (4) The reactants are [NH2:1][C:2]1[N:3]=[CH:4][C:5]([N:8]2[CH2:13][CH2:12][N:11]([C:14]([O:16][C:17]([CH3:20])([CH3:19])[CH3:18])=[O:15])[CH2:10][C@@H:9]2[CH3:21])=[N:6][CH:7]=1.Br[C:23]1[C:24](=[O:31])[N:25]([CH3:30])[CH:26]=[C:27]([Br:29])[CH:28]=1.CC1(C)C2C(=C(P(C3C=CC=CC=3)C3C=CC=CC=3)C=CC=2)OC2C(P(C3C=CC=CC=3)C3C=CC=CC=3)=CC=CC1=2.C([O-])([O-])=O.[Cs+].[Cs+]. The catalyst is C1C=CC(/C=C/C(/C=C/C2C=CC=CC=2)=O)=CC=1.C1C=CC(/C=C/C(/C=C/C2C=CC=CC=2)=O)=CC=1.C1C=CC(/C=C/C(/C=C/C2C=CC=CC=2)=O)=CC=1.[Pd].[Pd].O1CCOCC1. The product is [Br:29][C:27]1[CH:28]=[C:23]([NH:1][C:2]2[N:3]=[CH:4][C:5]([N:8]3[CH2:13][CH2:12][N:11]([C:14]([O:16][C:17]([CH3:20])([CH3:19])[CH3:18])=[O:15])[CH2:10][C@@H:9]3[CH3:21])=[N:6][CH:7]=2)[C:24](=[O:31])[N:25]([CH3:30])[CH:26]=1. The yield is 0.720. (5) The reactants are [CH2:1]([C:5]1[N:6]=[CH:7][NH:8][C:9](=[O:26])[C:10]=1[CH2:11][C:12]1[CH:17]=[CH:16][C:15]([C:18]2[C:19]([C:24]#[N:25])=[CH:20][CH:21]=[CH:22][CH:23]=2)=[CH:14][CH:13]=1)[CH2:2][CH2:3][CH3:4].[H-].[Na+].CN(C)C=O.Br[CH2:35][C:36]1[CH:41]=[CH:40][C:39]([F:42])=[CH:38][CH:37]=1. The catalyst is C(OCC)(=O)C. The product is [CH2:1]([C:5]1[N:6]=[CH:7][N:8]([CH2:35][C:36]2[CH:41]=[CH:40][C:39]([F:42])=[CH:38][CH:37]=2)[C:9](=[O:26])[C:10]=1[CH2:11][C:12]1[CH:17]=[CH:16][C:15]([C:18]2[C:19]([C:24]#[N:25])=[CH:20][CH:21]=[CH:22][CH:23]=2)=[CH:14][CH:13]=1)[CH2:2][CH2:3][CH3:4]. The yield is 0.820. (6) The reactants are [C:1]([C:5]1[S:9]/[C:8](=[N:10]\[C:11](=[O:20])[C:12]2[CH:17]=[C:16]([Cl:18])[CH:15]=[CH:14][C:13]=2F)/[N:7]([CH2:21][CH2:22][CH2:23][CH3:24])[CH:6]=1)([CH3:4])([CH3:3])[CH3:2].[CH2:25]([OH:30])[C:26]([F:29])([F:28])[F:27].CC([O-])(C)C.[K+]. The catalyst is C1COCC1.O. The product is [C:1]([C:5]1[S:9]/[C:8](=[N:10]\[C:11](=[O:20])[C:12]2[CH:17]=[C:16]([Cl:18])[CH:15]=[CH:14][C:13]=2[O:30][CH2:25][C:26]([F:29])([F:28])[F:27])/[N:7]([CH2:21][CH2:22][CH2:23][CH3:24])[CH:6]=1)([CH3:4])([CH3:3])[CH3:2]. The yield is 0.400. (7) The reactants are [OH:1][C:2]1[C:6]([CH3:13])([CH2:7][CH2:8][CH2:9][CH2:10][CH2:11][CH3:12])[S:5][C:4](=[O:14])[CH:3]=1.S(OC)(O[CH3:19])(=O)=O. No catalyst specified. The product is [CH3:19][O:1][C:2]1[C:6]([CH3:13])([CH2:7][CH2:8][CH2:9][CH2:10][CH2:11][CH3:12])[S:5][C:4](=[O:14])[CH:3]=1. The yield is 0.580. (8) The reactants are [CH2:1]([O:8][C:9]1[CH:18]=[C:17]2[C:12]([C:13]([Cl:19])=[N:14][CH:15]=[N:16]2)=[CH:11][C:10]=1[O:20][CH3:21])[C:2]1[CH:7]=[CH:6][CH:5]=[CH:4][CH:3]=1.[Cl:22][C:23]1[CH:29]=[CH:28][C:26]([NH2:27])=[C:25]([F:30])[CH:24]=1. The catalyst is CC(O)C. The product is [ClH:19].[CH2:1]([O:8][C:9]1[CH:18]=[C:17]2[C:12]([C:13]([NH:27][C:26]3[CH:28]=[CH:29][C:23]([Cl:22])=[CH:24][C:25]=3[F:30])=[N:14][CH:15]=[N:16]2)=[CH:11][C:10]=1[O:20][CH3:21])[C:2]1[CH:7]=[CH:6][CH:5]=[CH:4][CH:3]=1. The yield is 0.640.